This data is from Forward reaction prediction with 1.9M reactions from USPTO patents (1976-2016). The task is: Predict the product of the given reaction. (1) Given the reactants [CH2:1]([CH:3]1[CH:7]([C:8]2[N:12]3[C:13]4[CH:19]=[CH:18][N:17]([CH2:20][O:21][CH2:22][CH2:23][Si:24]([CH3:27])([CH3:26])[CH3:25])[C:14]=4[N:15]=[CH:16][C:11]3=[N:10][N:9]=2)[CH2:6][CH:5]([OH:28])[CH2:4]1)[CH3:2].[OH-].[K+].O1CCOCC1.Br[CH2:38][C:39]1[CH:43]=[C:42]([CH3:44])[O:41][N:40]=1, predict the reaction product. The product is: [CH2:1]([C@H:3]1[C@@H:7]([C:8]2[N:12]3[C:13]4[CH:19]=[CH:18][N:17]([CH2:20][O:21][CH2:22][CH2:23][Si:24]([CH3:26])([CH3:25])[CH3:27])[C:14]=4[N:15]=[CH:16][C:11]3=[N:10][N:9]=2)[CH2:6][C@H:5]([O:28][CH2:38][C:39]2[CH:43]=[C:42]([CH3:44])[O:41][N:40]=2)[CH2:4]1)[CH3:2]. (2) Given the reactants [C:1]([C:4]1[N:8]2[CH2:9][CH2:10][N:11]([CH2:14][C:15]3[CH:20]=[CH:19][C:18]([F:21])=[CH:17][CH:16]=3)[C:12](=[O:13])[C:7]2=[C:6]([OH:22])[C:5]=1[C:23]([O:25]CC)=O)(=O)[CH3:2].[CH3:28][NH:29][NH2:30].C(O)(=O)C, predict the reaction product. The product is: [F:21][C:18]1[CH:19]=[CH:20][C:15]([CH2:14][N:11]2[CH2:10][CH2:9][N:8]3[C:7](=[C:6]([OH:22])[C:5]4[C:23](=[O:25])[N:29]([CH3:28])[N:30]=[C:1]([CH3:2])[C:4]=43)[C:12]2=[O:13])=[CH:16][CH:17]=1. (3) Given the reactants [Cl:1][C:2]1[CH:3]=[C:4]2[C:8](=[CH:9][CH:10]=1)[NH:7][CH:6]=[C:5]2[CH2:11][CH2:12][NH:13][C:14](=[O:23])[C:15]1[CH:20]=[CH:19][CH:18]=[C:17]([CH2:21]Cl)[CH:16]=1.[Cl:24][C:25]1[CH:26]=[C:27](B(O)O)[CH:28]=[CH:29][CH:30]=1.C(=O)([O-])[O-].[Na+].[Na+].[I-].[Na+], predict the reaction product. The product is: [Cl:1][C:2]1[CH:3]=[C:4]2[C:8](=[CH:9][CH:10]=1)[NH:7][CH:6]=[C:5]2[CH2:11][CH2:12][NH:13][C:14](=[O:23])[C:15]1[CH:20]=[CH:19][CH:18]=[C:17]([CH2:21][C:29]2[CH:28]=[CH:27][CH:26]=[C:25]([Cl:24])[CH:30]=2)[CH:16]=1.